Task: Predict the reactants needed to synthesize the given product.. Dataset: Full USPTO retrosynthesis dataset with 1.9M reactions from patents (1976-2016) (1) Given the product [ClH:3].[CH:18]([O:9][C:8](=[O:10])[CH:7]([NH2:6])[CH2:11][S:12][C:13]([CH3:16])([CH3:15])[CH3:14])([CH3:19])[CH3:17], predict the reactants needed to synthesize it. The reactants are: S(Cl)([Cl:3])=O.Cl.[NH2:6][CH:7]([CH2:11][S:12][C:13]([CH3:16])([CH3:15])[CH3:14])[C:8]([OH:10])=[O:9].[CH3:17][CH:18](O)[CH3:19]. (2) The reactants are: [CH2:1]([O:3][C:4]([C:6]1([C:9]2[CH:14]=[CH:13][C:12]([C:15]3[CH:20]=[CH:19][C:18]([C:21]4[O:25][N:24]=[C:23]([CH3:26])[C:22]=4[CH2:27][CH2:28][C:29](O)=[O:30])=[CH:17][CH:16]=3)=[CH:11][CH:10]=2)[CH2:8][CH2:7]1)=[O:5])[CH3:2].C(N(CC)CC)C.ClC(OCC(C)C)=O.[BH4-].[Na+]. Given the product [CH2:1]([O:3][C:4]([C:6]1([C:9]2[CH:10]=[CH:11][C:12]([C:15]3[CH:20]=[CH:19][C:18]([C:21]4[O:25][N:24]=[C:23]([CH3:26])[C:22]=4[CH2:27][CH2:28][CH2:29][OH:30])=[CH:17][CH:16]=3)=[CH:13][CH:14]=2)[CH2:8][CH2:7]1)=[O:5])[CH3:2], predict the reactants needed to synthesize it. (3) Given the product [CH3:29][C:23]1[CH:24]=[C:25]([CH3:28])[CH:26]=[CH:27][C:22]=1[N:19]1[CH2:18][CH2:17][N:16]([C:14]([C:11]2[CH:10]=[CH:9][C:8]([N:1]3[CH2:5][CH2:4][CH2:3][C:2]3=[O:6])=[N:13][CH:12]=2)=[O:15])[CH2:21][CH2:20]1, predict the reactants needed to synthesize it. The reactants are: [NH:1]1[CH2:5][CH2:4][CH2:3][C:2]1=[O:6].Br[C:8]1[N:13]=[CH:12][C:11]([C:14]([N:16]2[CH2:21][CH2:20][N:19]([C:22]3[CH:27]=[CH:26][C:25]([CH3:28])=[CH:24][C:23]=3[CH3:29])[CH2:18][CH2:17]2)=[O:15])=[CH:10][CH:9]=1. (4) The reactants are: [Si:1]([O:8][CH:9]1[CH:14]([C:15]2[CH:20]=[CH:19][N:18]=[CH:17][C:16]=2[N+:21]([O-])=O)[O:13][CH:12]([CH3:24])[C:11]([CH3:26])([OH:25])[CH:10]1[OH:27])([C:4]([CH3:7])([CH3:6])[CH3:5])([CH3:3])[CH3:2]. Given the product [NH2:21][C:16]1[CH:17]=[N:18][CH:19]=[CH:20][C:15]=1[CH:14]1[O:13][CH:12]([CH3:24])[C:11]([CH3:26])([OH:25])[CH:10]([OH:27])[CH:9]1[O:8][Si:1]([C:4]([CH3:5])([CH3:7])[CH3:6])([CH3:2])[CH3:3], predict the reactants needed to synthesize it.